From a dataset of Catalyst prediction with 721,799 reactions and 888 catalyst types from USPTO. Predict which catalyst facilitates the given reaction. (1) Reactant: [Cl:1][C:2]1[CH:7]=[C:6]([Cl:8])[C:5]([Cl:9])=[CH:4][C:3]=1[S:10](Cl)(=[O:12])=[O:11].CN1C=CN=C1.[C:20]([O:28][CH2:29][C@@H:30]([OH:46])[C@@H:31]([O:37][C:38](=[O:45])[C:39]1[CH:44]=[CH:43][CH:42]=[CH:41][CH:40]=1)[CH2:32][CH:33]=[N:34][O:35][CH3:36])(=[O:27])[C:21]1[CH:26]=[CH:25][CH:24]=[CH:23][CH:22]=1.C(OCC)(=O)C. Product: [C:20]([O:28][CH2:29][C@@H:30]([O:46][S:10]([C:3]1[CH:4]=[C:5]([Cl:9])[C:6]([Cl:8])=[CH:7][C:2]=1[Cl:1])(=[O:12])=[O:11])[C@@H:31]([O:37][C:38](=[O:45])[C:39]1[CH:40]=[CH:41][CH:42]=[CH:43][CH:44]=1)[CH2:32][CH:33]=[N:34][O:35][CH3:36])(=[O:27])[C:21]1[CH:22]=[CH:23][CH:24]=[CH:25][CH:26]=1. The catalyst class is: 47. (2) Reactant: [Cl:1][C:2]1[CH:7]=[CH:6][CH:5]=[CH:4][C:3]=1[C:8](=O)[CH2:9][C:10]#[N:11].O.[NH2:14][NH2:15]. Product: [NH2:11][C:10]1[NH:15][N:14]=[C:8]([C:3]2[CH:4]=[CH:5][CH:6]=[CH:7][C:2]=2[Cl:1])[CH:9]=1. The catalyst class is: 8. (3) Reactant: C(O[BH-](OC(=O)C)OC(=O)C)(=O)C.[Na+].Cl.[CH2:16]1[C:25]2[C:20](=[CH:21][CH:22]=[C:23]([C:26]([O:28][CH3:29])=[O:27])[CH:24]=2)[CH2:19][CH2:18][NH:17]1.[C:30]([C:32]1[CH:39]=[CH:38][C:35]([CH:36]=O)=[CH:34][CH:33]=1)#[N:31].C(=O)(O)[O-].[Na+]. Product: [C:30]([C:32]1[CH:39]=[CH:38][C:35]([CH2:36][N:17]2[CH2:18][CH2:19][C:20]3[C:25](=[CH:24][C:23]([C:26]([O:28][CH3:29])=[O:27])=[CH:22][CH:21]=3)[CH2:16]2)=[CH:34][CH:33]=1)#[N:31]. The catalyst class is: 268.